This data is from Forward reaction prediction with 1.9M reactions from USPTO patents (1976-2016). The task is: Predict the product of the given reaction. (1) Given the reactants [Br:1][C:2]1[C:3]([NH:16][C@H:17]2[CH2:22][CH2:21][C@H:20]([OH:23])[CH2:19][CH2:18]2)=[N:4][C:5]([N:9]2[C:13]([CH3:14])=[CH:12][CH:11]=[C:10]2[CH3:15])=[N:6][C:7]=1[CH3:8].[H-].[Na+].[O:26]1[CH2:30][CH2:29]OS1.C1CCCCO1.C1(C)C=CC(S(O)(=O)=O)=CC=1, predict the reaction product. The product is: [Br:1][C:2]1[C:3]([NH:16][C@H:17]2[CH2:18][CH2:19][C@H:20]([O:23][CH2:29][CH2:30][OH:26])[CH2:21][CH2:22]2)=[N:4][C:5]([N:9]2[C:13]([CH3:14])=[CH:12][CH:11]=[C:10]2[CH3:15])=[N:6][C:7]=1[CH3:8]. (2) The product is: [CH3:6][N:7]1[C@@H:11]([CH3:12])[C@@H:10]([C:13]2[CH:18]=[CH:17][CH:16]=[CH:15][CH:14]=2)[N:9]([C:19](=[O:36])[C@@H:20]([CH2:21][CH2:22][C:23]([F:35])([F:34])[C:24]([F:33])([F:32])[C:25]([F:30])([F:31])[C:26]([F:27])([F:28])[F:29])[CH2:56][CH2:55][CH2:54][CH2:53][CH2:52][CH2:51][CH:50]=[CH2:49])[C:8]1=[O:37]. Given the reactants O1CCCC1.[CH3:6][N:7]1[C@@H:11]([CH3:12])[C@@H:10]([C:13]2[CH:18]=[CH:17][CH:16]=[CH:15][CH:14]=2)[N:9]([C:19](=[O:36])[CH2:20][CH2:21][CH2:22][C:23]([F:35])([F:34])[C:24]([F:33])([F:32])[C:25]([F:31])([F:30])[C:26]([F:29])([F:28])[F:27])[C:8]1=[O:37].C[Si]([N-][Si](C)(C)C)(C)C.[Li+].Br[CH2:49][CH2:50][CH2:51][CH2:52][CH2:53][CH2:54][CH:55]=[CH2:56], predict the reaction product.